Task: Predict the reaction yield, written as a fraction of the theoretical maximum amount of product (1.0 means a 100% yield; for example, 0.34 means a 34% yield).. Dataset: Reaction yield outcomes from USPTO patents with 853,638 reactions The reactants are [F:1][C:2]1[CH:7]=[C:6]([I:8])[CH:5]=[CH:4][C:3]=1[NH:9][C:10]1[C:15]([C:16](O)=[O:17])=[CH:14][N:13]2[CH:19]=[CH:20][N:21]=[C:12]2[CH:11]=1.[N:22]1C=CC=CC=1.FC(F)(F)C(OC1C(F)=C(F)C(F)=C(F)C=1F)=O.[OH-].[NH4+]. The catalyst is CN(C)C=O. The product is [F:1][C:2]1[CH:7]=[C:6]([I:8])[CH:5]=[CH:4][C:3]=1[NH:9][C:10]1[C:15]([C:16]([NH2:22])=[O:17])=[CH:14][N:13]2[CH:19]=[CH:20][N:21]=[C:12]2[CH:11]=1. The yield is 0.330.